Dataset: NCI-60 drug combinations with 297,098 pairs across 59 cell lines. Task: Regression. Given two drug SMILES strings and cell line genomic features, predict the synergy score measuring deviation from expected non-interaction effect. (1) Drug 1: CC1=C(C(CCC1)(C)C)C=CC(=CC=CC(=CC(=O)O)C)C. Drug 2: CS(=O)(=O)OCCCCOS(=O)(=O)C. Cell line: OVCAR-8. Synergy scores: CSS=0.494, Synergy_ZIP=-0.297, Synergy_Bliss=2.06, Synergy_Loewe=-1.27, Synergy_HSA=-0.632. (2) Drug 1: C#CCC(CC1=CN=C2C(=N1)C(=NC(=N2)N)N)C3=CC=C(C=C3)C(=O)NC(CCC(=O)O)C(=O)O. Drug 2: N.N.Cl[Pt+2]Cl. Cell line: DU-145. Synergy scores: CSS=49.0, Synergy_ZIP=3.28, Synergy_Bliss=1.53, Synergy_Loewe=-0.857, Synergy_HSA=-0.988. (3) Drug 1: COC1=CC(=CC(=C1O)OC)C2C3C(COC3=O)C(C4=CC5=C(C=C24)OCO5)OC6C(C(C7C(O6)COC(O7)C8=CC=CS8)O)O. Drug 2: CC(C)NC(=O)C1=CC=C(C=C1)CNNC.Cl. Cell line: NCI-H522. Synergy scores: CSS=30.2, Synergy_ZIP=2.64, Synergy_Bliss=1.84, Synergy_Loewe=-40.2, Synergy_HSA=0.789. (4) Drug 1: CC12CCC3C(C1CCC2=O)CC(=C)C4=CC(=O)C=CC34C. Drug 2: CC1=C(C(=CC=C1)Cl)NC(=O)C2=CN=C(S2)NC3=CC(=NC(=N3)C)N4CCN(CC4)CCO. Cell line: NCI/ADR-RES. Synergy scores: CSS=53.6, Synergy_ZIP=1.23, Synergy_Bliss=-0.164, Synergy_Loewe=-1.51, Synergy_HSA=-0.787. (5) Drug 1: C1=CC(=CC=C1C#N)C(C2=CC=C(C=C2)C#N)N3C=NC=N3. Drug 2: CC1C(C(CC(O1)OC2CC(CC3=C2C(=C4C(=C3O)C(=O)C5=C(C4=O)C(=CC=C5)OC)O)(C(=O)CO)O)N)O.Cl. Cell line: SK-OV-3. Synergy scores: CSS=16.1, Synergy_ZIP=-1.28, Synergy_Bliss=-1.40, Synergy_Loewe=-3.18, Synergy_HSA=-0.617. (6) Drug 1: C#CCC(CC1=CN=C2C(=N1)C(=NC(=N2)N)N)C3=CC=C(C=C3)C(=O)NC(CCC(=O)O)C(=O)O. Drug 2: N.N.Cl[Pt+2]Cl. Cell line: KM12. Synergy scores: CSS=28.7, Synergy_ZIP=-8.54, Synergy_Bliss=-1.55, Synergy_Loewe=-0.540, Synergy_HSA=-0.316. (7) Drug 1: C1CCC(CC1)NC(=O)N(CCCl)N=O. Drug 2: CN(CC1=CN=C2C(=N1)C(=NC(=N2)N)N)C3=CC=C(C=C3)C(=O)NC(CCC(=O)O)C(=O)O. Cell line: RPMI-8226. Synergy scores: CSS=39.2, Synergy_ZIP=2.09, Synergy_Bliss=3.41, Synergy_Loewe=-15.0, Synergy_HSA=1.39.